From a dataset of Forward reaction prediction with 1.9M reactions from USPTO patents (1976-2016). Predict the product of the given reaction. (1) Given the reactants Cl[C:2]1[C:3]2[N:11]=[N:10][N:9]([CH2:12][C:13]3[CH:18]=[CH:17][CH:16]=[C:15]([C:19]4([OH:25])[CH2:24][CH2:23][O:22][CH2:21][CH2:20]4)[N:14]=3)[C:4]=2[N:5]=[C:6]([NH2:8])[N:7]=1.[CH3:26][C:27]1[N:28]=[CH:29][S:30][CH:31]=1, predict the reaction product. The product is: [CH3:26][C:27]1[N:28]=[C:29]([C:2]2[C:3]3[N:11]=[N:10][N:9]([CH2:12][C:13]4[CH:18]=[CH:17][CH:16]=[C:15]([C:19]5([OH:25])[CH2:24][CH2:23][O:22][CH2:21][CH2:20]5)[N:14]=4)[C:4]=3[N:5]=[C:6]([NH2:8])[N:7]=2)[S:30][CH:31]=1. (2) Given the reactants Cl.[NH:2]1[CH2:6][CH2:5][CH2:4][CH2:3]1.[O:7]1[C:11]2([CH2:16][CH2:15][C:14](=O)[CH2:13][CH2:12]2)[O:10][CH2:9][CH2:8]1.[C-:18]#[N:19].[K+], predict the reaction product. The product is: [N:2]1([C:14]2([C:18]#[N:19])[CH2:15][CH2:16][C:11]3([O:10][CH2:9][CH2:8][O:7]3)[CH2:12][CH2:13]2)[CH2:6][CH2:5][CH2:4][CH2:3]1.